Dataset: Full USPTO retrosynthesis dataset with 1.9M reactions from patents (1976-2016). Task: Predict the reactants needed to synthesize the given product. (1) Given the product [Cl:27][C:6]1[CH:5]=[C:4]([C:1](=[N:30][O:36][CH2:33][CH3:34])[CH3:2])[CH:9]=[C:8]([Cl:10])[C:7]=1[NH:11][C:12]1[C:21]2[CH:22]=[CH:23][NH:24][C:25](=[O:26])[C:20]=2[C:19]2[C:14](=[CH:15][CH:16]=[N:17][CH:18]=2)[N:13]=1, predict the reactants needed to synthesize it. The reactants are: [C:1]([C:4]1[CH:9]=[C:8]([Cl:10])[C:7]([NH:11][C:12]2[C:21]3[CH:22]=[CH:23][NH:24][C:25](=[O:26])[C:20]=3[C:19]3[C:14](=[CH:15][CH:16]=[N:17][CH:18]=3)[N:13]=2)=[C:6]([Cl:27])[CH:5]=1)(=O)[CH3:2].Cl.O[NH:30]CC.[C:33]([O-:36])(=O)[CH3:34].[Na+]. (2) Given the product [O:4]1[C:12]2[CH:11]=[CH:10][N:9]=[C:8]([N:13]3[CH2:18][CH2:17][N:16]([CH2:19][CH2:20][C@H:21]4[CH2:26][CH2:25][C@H:24]([NH:27][C:37](=[O:39])[CH3:38])[CH2:23][CH2:22]4)[CH2:15][CH2:14]3)[C:7]=2[CH2:6][CH2:5]1, predict the reactants needed to synthesize it. The reactants are: Cl.Cl.Cl.[O:4]1[C:12]2[CH:11]=[CH:10][N:9]=[C:8]([N:13]3[CH2:18][CH2:17][N:16]([CH2:19][CH2:20][C@H:21]4[CH2:26][CH2:25][C@H:24]([NH2:27])[CH2:23][CH2:22]4)[CH2:15][CH2:14]3)[C:7]=2[CH2:6][CH2:5]1.C(N(CC)C(C)C)(C)C.[C:37](O)(=[O:39])[CH3:38].CN(C(ON1N=NC2C=CC=CC1=2)=[N+](C)C)C.[B-](F)(F)(F)F.[OH-].[Na+].